Dataset: CYP3A4 inhibition data for predicting drug metabolism from PubChem BioAssay. Task: Regression/Classification. Given a drug SMILES string, predict its absorption, distribution, metabolism, or excretion properties. Task type varies by dataset: regression for continuous measurements (e.g., permeability, clearance, half-life) or binary classification for categorical outcomes (e.g., BBB penetration, CYP inhibition). Dataset: cyp3a4_veith. The compound is CCOC(=O)c1cc(-c2ccccc2)sc1NC(=O)c1ccc(OC)cc1. The result is 0 (non-inhibitor).